From a dataset of Forward reaction prediction with 1.9M reactions from USPTO patents (1976-2016). Predict the product of the given reaction. (1) Given the reactants [NH2:1][C:2]1[CH:3]=[C:4]([CH:8]=[CH:9][C:10]=1[NH:11][CH2:12][CH2:13][CH2:14][NH:15][C:16]([O:18][C:19]([CH3:22])([CH3:21])[CH3:20])=[O:17])[C:5]([OH:7])=[O:6].CCN(C(C)C)C(C)C.Cl[Si](C)(C)C.[C:37](Cl)(=[O:41])[C:38](Cl)=[O:39].C(=O)(O)[O-].[Na+].C(O)(=O)CC(CC(O)=O)(C(O)=O)O, predict the reaction product. The product is: [C:19]([O:18][C:16]([NH:15][CH2:14][CH2:13][CH2:12][N:11]1[C:10]2[C:2](=[CH:3][C:4]([C:5]([OH:7])=[O:6])=[CH:8][CH:9]=2)[NH:1][C:38](=[O:39])[C:37]1=[O:41])=[O:17])([CH3:22])([CH3:21])[CH3:20]. (2) The product is: [C:1]([N:20]1[CH:24]=[C:23]([C:25]2[CH:32]=[CH:31][CH:30]=[CH:29][C:26]=2[CH2:27][NH2:28])[N:22]=[CH:21]1)([C:14]1[CH:19]=[CH:18][CH:17]=[CH:16][CH:15]=1)([C:2]1[CH:3]=[CH:4][CH:5]=[CH:6][CH:7]=1)[C:8]1[CH:13]=[CH:12][CH:11]=[CH:10][CH:9]=1. Given the reactants [C:1]([N:20]1[CH:24]=[C:23]([C:25]2[CH:32]=[CH:31][CH:30]=[CH:29][C:26]=2[C:27]#[N:28])[N:22]=[CH:21]1)([C:14]1[CH:19]=[CH:18][CH:17]=[CH:16][CH:15]=1)([C:8]1[CH:13]=[CH:12][CH:11]=[CH:10][CH:9]=1)[C:2]1[CH:7]=[CH:6][CH:5]=[CH:4][CH:3]=1.[H-].[Al+3].[Li+].[H-].[H-].[H-].N1C=CN=C1, predict the reaction product. (3) Given the reactants C(OC(=O)[NH:7][CH2:8][CH2:9][NH:10][C:11]([C:13]1[CH:14]=[N:15][CH:16]=[C:17]([C:19]2[S:23][C:22]([NH:24][C:25]3[CH:30]=[C:29]([N:31]4[CH2:36][CH2:35][N:34]([C:37](=[O:39])[CH3:38])[CH2:33][CH2:32]4)[CH:28]=[CH:27][N:26]=3)=[N:21][CH:20]=2)[CH:18]=1)=[O:12])(C)(C)C, predict the reaction product. The product is: [C:37]([N:34]1[CH2:33][CH2:32][N:31]([C:29]2[CH:28]=[CH:27][N:26]=[C:25]([NH:24][C:22]3[S:23][C:19]([C:17]4[CH:16]=[N:15][CH:14]=[C:13]([CH:18]=4)[C:11]([NH:10][CH2:9][CH2:8][NH2:7])=[O:12])=[CH:20][N:21]=3)[CH:30]=2)[CH2:36][CH2:35]1)(=[O:39])[CH3:38]. (4) Given the reactants [C:1]([C:3]1[C:4]([N:17]2[CH2:20][CH:19]([C:21]([OH:23])=O)[CH2:18]2)=[N:5][C:6]([CH:14]([F:16])[F:15])=[C:7]([C:9]([O:11][CH2:12][CH3:13])=[O:10])[CH:8]=1)#[N:2].[C:24]([C:26]1[CH:27]=[C:28]([S:32]([NH2:35])(=[O:34])=[O:33])[CH:29]=[CH:30][CH:31]=1)#[N:25], predict the reaction product. The product is: [C:1]([C:3]1[C:4]([N:17]2[CH2:18][CH:19]([C:21]([NH:35][S:32]([C:28]3[CH:29]=[CH:30][CH:31]=[C:26]([C:24]#[N:25])[CH:27]=3)(=[O:33])=[O:34])=[O:23])[CH2:20]2)=[N:5][C:6]([CH:14]([F:16])[F:15])=[C:7]([CH:8]=1)[C:9]([O:11][CH2:12][CH3:13])=[O:10])#[N:2]. (5) The product is: [CH:23]1[C:22]2[CH:21]([CH2:20][O:19][C:17]([N:1]3[CH2:5][CH2:4][CH2:3][C@H:2]3[C:6]([O:8][CH2:9][C:10]([OH:12])=[O:11])=[O:7])=[O:18])[C:33]3[C:28](=[CH:29][CH:30]=[CH:31][CH:32]=3)[C:27]=2[CH:26]=[CH:25][CH:24]=1. Given the reactants [N:1]1([C:17]([O:19][CH2:20][CH:21]2[C:33]3[CH:32]=[CH:31][CH:30]=[CH:29][C:28]=3[C:27]3[C:22]2=[CH:23][CH:24]=[CH:25][CH:26]=3)=[O:18])[CH2:5][CH2:4][CH2:3][C@H:2]1[C:6]([O:8][CH2:9][C:10]([O:12]C(C)(C)C)=[O:11])=[O:7].C([SiH](C(C)C)C(C)C)(C)C.FC(F)(F)C(O)=O, predict the reaction product. (6) Given the reactants [Cl:1][C:2]1[CH:7]=[CH:6][C:5]([C@@H:8]2[CH2:13][CH2:12][N:11](C(OC(C)(C)C)=O)[CH2:10][C@H:9]2[CH2:21][O:22][C:23]2[CH:28]=[C:27]([F:29])[C:26]([S:30](=[O:49])(=[O:48])[N:31](CC3C=CC(OC)=CC=3OC)[C:32]3[S:36]N=[CH:34][N:33]=3)=[CH:25][C:24]=2[F:50])=[CH:4][CH:3]=1.N1(C([O-])=O)CCC[CH2:53][CH2:52]1, predict the reaction product. The product is: [Cl:1][C:2]1[CH:7]=[CH:6][C:5]([C@@H:8]2[CH2:13][CH2:12][NH:11][CH2:10][C@H:9]2[CH2:21][O:22][C:23]2[C:24]([F:50])=[CH:25][C:26]([S:30]([NH:31][C:32]3[S:36][C:52]([CH3:53])=[CH:34][N:33]=3)(=[O:49])=[O:48])=[C:27]([F:29])[CH:28]=2)=[CH:4][CH:3]=1. (7) The product is: [C:42]([N:26]1[CH2:27][CH2:28][CH2:29][C@H:25]1[C:23]([NH:22][C:19]1[CH:20]=[C:21]2[C:16](=[CH:17][C:18]=1[O:30][CH3:31])[N:15]=[CH:14][N:13]=[C:12]2[N:10]([CH3:11])[C:9]([NH:8][CH2:1][C:2]1[CH:7]=[CH:6][CH:5]=[CH:4][CH:3]=1)=[O:32])=[O:24])(=[O:45])[CH:43]=[CH2:44]. Given the reactants [CH2:1]([NH:8][C:9](=[O:32])[N:10]([C:12]1[C:21]2[C:16](=[CH:17][C:18]([O:30][CH3:31])=[C:19]([NH:22][C:23]([C@@H:25]3[CH2:29][CH2:28][CH2:27][NH:26]3)=[O:24])[CH:20]=2)[N:15]=[CH:14][N:13]=1)[CH3:11])[C:2]1[CH:7]=[CH:6][CH:5]=[CH:4][CH:3]=1.CCN(C(C)C)C(C)C.[C:42](Cl)(=[O:45])[CH:43]=[CH2:44], predict the reaction product. (8) Given the reactants [F:1][C:2]1[CH:3]=[CH:4][CH:5]=[C:6]2[C:11]=1[N:10]=[C:9]([CH3:12])[C:8]([C:13](=O)[CH3:14])=[CH:7]2.Cl.[NH2:17][OH:18].N1C=CC=CC=1, predict the reaction product. The product is: [F:1][C:2]1[CH:3]=[CH:4][CH:5]=[C:6]2[C:11]=1[N:10]=[C:9]([CH3:12])[C:8](/[C:13](=[N:17]/[OH:18])/[CH3:14])=[CH:7]2. (9) The product is: [F:24][C:25]1[CH:30]=[C:29]([F:31])[C:28]([F:32])=[CH:27][C:26]=1[NH:33][C:34]1[O:23][C:3]([C:4]([NH:6][C:7]2[CH:8]=[CH:9][C:10]([C@H:13]3[CH2:14][CH2:15][C@H:16]([C:19]([O:21][CH3:22])=[O:20])[CH2:17][CH2:18]3)=[CH:11][CH:12]=2)=[O:5])=[N:1][N:2]=1. Given the reactants [NH:1]([C:3](=[O:23])[C:4]([NH:6][C:7]1[CH:12]=[CH:11][C:10]([C@H:13]2[CH2:18][CH2:17][C@H:16]([C:19]([O:21][CH3:22])=[O:20])[CH2:15][CH2:14]2)=[CH:9][CH:8]=1)=[O:5])[NH2:2].[F:24][C:25]1[CH:30]=[C:29]([F:31])[C:28]([F:32])=[CH:27][C:26]=1[N:33]=[C:34]=S, predict the reaction product.